Dataset: Full USPTO retrosynthesis dataset with 1.9M reactions from patents (1976-2016). Task: Predict the reactants needed to synthesize the given product. (1) Given the product [C:6]([N:9]1[CH2:10][CH2:11][N:12]([CH2:15][CH2:16][O:20][C:45]2[CH:50]=[CH:49][C:48]([C:51]3([OH:70])[CH2:56][CH2:55][N:54]([C:57]4[CH:58]=[CH:59][C:60]5[N:61]([C:63]([C:66]([F:67])([F:69])[F:68])=[N:64][N:65]=5)[N:62]=4)[CH2:53][CH2:52]3)=[C:47]([CH3:71])[CH:46]=2)[CH2:13][CH2:14]1)(=[O:8])[CH3:7], predict the reactants needed to synthesize it. The reactants are: CS(Cl)(=O)=O.[C:6]([N:9]1[CH2:14][CH2:13][N:12]([CH2:15][C@@H:16]([OH:20])COC)[CH2:11][CH2:10]1)(=[O:8])[CH3:7].C(N(CC)CC)C.CS(OCCN1CCN(C(=O)C)CC1)(=O)=O.O[C:45]1[CH:50]=[CH:49][C:48]([C:51]2([OH:70])[CH2:56][CH2:55][N:54]([C:57]3[CH:58]=[CH:59][C:60]4[N:61]([C:63]([C:66]([F:69])([F:68])[F:67])=[N:64][N:65]=4)[N:62]=3)[CH2:53][CH2:52]2)=[C:47]([CH3:71])[CH:46]=1.C(=O)([O-])[O-].[K+].[K+]. (2) Given the product [C:6]([C:9]1[CH:10]=[CH:11][C:12]([N:2]2[N:3]=[CH:4][CH:5]=[N:1]2)=[N:13][CH:14]=1)(=[O:8])[CH3:7], predict the reactants needed to synthesize it. The reactants are: [NH:1]1[CH:5]=[CH:4][N:3]=[N:2]1.[C:6]([C:9]1[CH:10]=[CH:11][C:12](Br)=[N:13][CH:14]=1)(=[O:8])[CH3:7].C(=O)([O-])[O-].[K+].[K+].[Cl-].[NH4+]. (3) Given the product [CH3:1][C:2]1([CH3:20])[C:10]2[C:5](=[CH:6][CH:7]=[C:8]([C:25]3[CH:26]=[CH:27][C:22]([CH3:21])=[CH:23][CH:24]=3)[CH:9]=2)[C:4](=[O:19])[CH2:3]1, predict the reactants needed to synthesize it. The reactants are: [CH3:1][C:2]1([CH3:20])[C:10]2[C:5](=[CH:6][CH:7]=[C:8](OS(C(F)(F)F)(=O)=O)[CH:9]=2)[C:4](=[O:19])[CH2:3]1.[CH3:21][C:22]1[CH:27]=[CH:26][C:25](B(O)O)=[CH:24][CH:23]=1. (4) Given the product [F:36][C:30]1[CH:31]=[CH:32][C:33]([F:35])=[CH:34][C:29]=1[S:26]([NH:25][C:23]1[CH:24]=[C:19]([C:9]2[N:10]=[C:11]([CH:13]3[CH2:18][CH2:17][O:16][CH2:15][CH2:14]3)[S:12][C:8]=2[C:6]2[CH:5]=[CH:4][N:3]=[C:2]([NH:48][CH:45]3[CH2:46][CH2:47][N:42]([S:39]([CH3:38])(=[O:41])=[O:40])[CH2:43][CH2:44]3)[N:7]=2)[CH:20]=[CH:21][C:22]=1[F:37])(=[O:28])=[O:27], predict the reactants needed to synthesize it. The reactants are: Cl[C:2]1[N:7]=[C:6]([C:8]2[S:12][C:11]([CH:13]3[CH2:18][CH2:17][O:16][CH2:15][CH2:14]3)=[N:10][C:9]=2[C:19]2[CH:20]=[CH:21][C:22]([F:37])=[C:23]([NH:25][S:26]([C:29]3[CH:34]=[C:33]([F:35])[CH:32]=[CH:31][C:30]=3[F:36])(=[O:28])=[O:27])[CH:24]=2)[CH:5]=[CH:4][N:3]=1.[CH3:38][S:39]([N:42]1[CH2:47][CH2:46][CH:45]([NH2:48])[CH2:44][CH2:43]1)(=[O:41])=[O:40]. (5) Given the product [F:11][C:6]1[CH:5]=[CH:4][C:3]([C:1]#[N:2])=[CH:10][C:7]=1[CH2:8][OH:9], predict the reactants needed to synthesize it. The reactants are: [C:1]([C:3]1[CH:4]=[CH:5][C:6]([F:11])=[C:7]([CH:10]=1)[CH:8]=[O:9])#[N:2].[BH4-].[Na+]. (6) Given the product [Br:5][C:6]1[CH:7]=[C:8]2[C:14]([C:17](=[O:18])[CH2:16][Cl:15])=[CH:13][NH:12][C:9]2=[N:10][CH:11]=1, predict the reactants needed to synthesize it. The reactants are: [Al+3].[Cl-].[Cl-].[Cl-].[Br:5][C:6]1[CH:7]=[C:8]2[CH:14]=[CH:13][NH:12][C:9]2=[N:10][CH:11]=1.[Cl:15][CH2:16][C:17](Cl)=[O:18]. (7) Given the product [CH3:4][C:2]([S:5]([NH:7][CH:8]([C:9]1[CH:10]=[N:11][NH:12][C:13]=1[CH3:14])[CH3:15])=[O:6])([CH3:1])[CH3:3], predict the reactants needed to synthesize it. The reactants are: [CH3:1][C:2]([S:5](/[N:7]=[CH:8]/[C:9]1[CH:10]=[N:11][NH:12][C:13]=1[CH3:14])=[O:6])([CH3:4])[CH3:3].[CH3:15][Mg+].[Br-]. (8) Given the product [NH2:14][CH:3]1[C:4]2[C:9](=[CH:8][CH:7]=[CH:6][CH:5]=2)[C:10]([CH3:12])([CH3:13])[CH2:11][CH:2]1[OH:1], predict the reactants needed to synthesize it. The reactants are: [OH:1][CH:2]1[CH2:11][C:10]([CH3:13])([CH3:12])[C:9]2[C:4](=[CH:5][CH:6]=[CH:7][CH:8]=2)[C:3]1=[N:14]O.Cl. (9) Given the product [CH3:20][C:19]1[C:14]2[C:15](=[N:16][C:11]([C:8]3[CH:7]=[CH:6][C:5]([OH:4])=[CH:10][CH:9]=3)=[CH:12][C:13]=2[CH2:27][N:28]2[CH2:33][CH2:32][NH:31][C@H:30]([CH2:34][C:35]([F:38])([F:37])[F:36])[CH2:29]2)[NH:17][N:18]=1, predict the reactants needed to synthesize it. The reactants are: COC[O:4][C:5]1[CH:10]=[CH:9][C:8]([C:11]2[N:16]=[C:15]3[N:17](C4CCCCO4)[N:18]=[C:19]([CH3:20])[C:14]3=[C:13]([CH2:27][N:28]3[CH2:33][CH2:32][NH:31][C@H:30]([CH2:34][C:35]([F:38])([F:37])[F:36])[CH2:29]3)[CH:12]=2)=[CH:7][CH:6]=1.Cl. (10) Given the product [F:1][C:2]1[CH:7]=[CH:6][C:5]([CH2:8][C:9]2[CH:18]=[C:17]3[C:12]([C:13]([OH:33])=[C:14]([C:28]([NH:34][CH2:35][CH2:36][N:37]4[CH2:42][CH2:41][O:40][CH2:39][CH2:38]4)=[O:29])[C:15](=[O:27])[N:16]3[CH2:19][C:20](=[O:26])[N:21]3[CH2:25][CH2:24][CH2:23][CH2:22]3)=[N:11][CH:10]=2)=[CH:4][CH:3]=1, predict the reactants needed to synthesize it. The reactants are: [F:1][C:2]1[CH:7]=[CH:6][C:5]([CH2:8][C:9]2[CH:18]=[C:17]3[C:12]([C:13]([OH:33])=[C:14]([C:28](OCC)=[O:29])[C:15](=[O:27])[N:16]3[CH2:19][C:20](=[O:26])[N:21]3[CH2:25][CH2:24][CH2:23][CH2:22]3)=[N:11][CH:10]=2)=[CH:4][CH:3]=1.[NH2:34][CH2:35][CH2:36][N:37]1[CH2:42][CH2:41][O:40][CH2:39][CH2:38]1.